From a dataset of Full USPTO retrosynthesis dataset with 1.9M reactions from patents (1976-2016). Predict the reactants needed to synthesize the given product. (1) Given the product [F:52][C:41]1[C:40]([NH:39][C@@H:32]([C:31]([CH3:36])([CH3:35])[CH3:30])[CH2:33][OH:34])=[CH:48][C:45]([C:10]2[C:4]3[C:5](=[N:6][CH:7]=[C:2]([F:1])[CH:3]=3)[N:8]([S:20]([C:23]3[CH:24]=[CH:25][C:26]([CH3:29])=[CH:27][CH:28]=3)(=[O:22])=[O:21])[CH:9]=2)=[N:44][CH:42]=1, predict the reactants needed to synthesize it. The reactants are: [F:1][C:2]1[CH:3]=[C:4]2[C:10](B3OC(C)(C)C(C)(C)O3)=[CH:9][N:8]([S:20]([C:23]3[CH:28]=[CH:27][C:26]([CH3:29])=[CH:25][CH:24]=3)(=[O:22])=[O:21])[C:5]2=[N:6][CH:7]=1.[CH3:30][C:31]([CH3:36])([CH3:35])[CH2:32][CH2:33][OH:34].ClC1N=[C:42]([NH:44][C@@H:45]([C:48](C)(C)C)CO)[C:41]([F:52])=[CH:40][N:39]=1.[O-]P([O-])([O-])=O.[K+].[K+].[K+]. (2) Given the product [N:21]1[NH:20][N:19]=[N:18][C:17]=1[C:10]1[NH:9][N:8]=[C:15]2[C:11]=1[CH2:12][C@H:13]1[CH2:16][C@H:14]12, predict the reactants needed to synthesize it. The reactants are: C([N:8]1[C:15]2[CH:14]3[CH2:16][CH:13]3[CH2:12][C:11]=2[C:10]([C:17]2[N:18]=[N:19][NH:20][N:21]=2)=[N:9]1)C1C=CC=CC=1.CC([O-])(C)C.[K+]. (3) Given the product [CH2:22]([N:29]([CH2:30][CH3:31])[C:19](=[O:20])[CH2:18][C:17]1[N:11]2[CH:12]=[CH:13][C:14]([CH3:16])=[CH:15][C:10]2=[N:9][C:8]=1[C:5]1[CH:4]=[CH:3][C:2]([CH3:1])=[CH:7][CH:6]=1)[C:23]1[CH:28]=[CH:27][CH:26]=[CH:25][CH:24]=1, predict the reactants needed to synthesize it. The reactants are: [CH3:1][C:2]1[CH:7]=[CH:6][C:5]([C:8]2[N:9]=[C:10]3[CH:15]=[C:14]([CH3:16])[CH:13]=[CH:12][N:11]3[C:17]=2[CH2:18][C:19](O)=[O:20])=[CH:4][CH:3]=1.[CH2:22]([NH:29][CH2:30][CH2:31]OC)[C:23]1[CH:28]=[CH:27][CH:26]=[CH:25][CH:24]=1. (4) Given the product [BrH:1].[CH3:2][N:3]1[CH2:7][CH2:6][CH2:5][C@@H:4]1[CH2:8][C:9]1[C:17]2[C:12](=[CH:13][CH:14]=[C:15]([CH2:18][CH2:19][S:20]([C:23]3[CH:28]=[CH:27][CH:26]=[CH:25][CH:24]=3)(=[O:21])=[O:22])[CH:16]=2)[NH:11][CH:10]=1, predict the reactants needed to synthesize it. The reactants are: [BrH:1].[CH3:2][N:3]1[CH2:7][CH2:6][CH2:5][C@@H:4]1[CH2:8][C:9]1[C:17]2[C:12](=[CH:13][CH:14]=[C:15]([CH2:18][CH2:19][S:20]([C:23]3[CH:28]=[CH:27][CH:26]=[CH:25][CH:24]=3)(=[O:22])=[O:21])[CH:16]=2)[NH:11][CH:10]=1. (5) Given the product [CH3:1][O:2][C:3]1[CH:4]=[C:5]([CH:11]([N:16]2[CH2:24][C:23]3[C:18](=[CH:19][CH:20]=[CH:21][CH:22]=3)[C:17]2=[O:25])[CH2:12][C:13]([NH2:28])=[O:14])[CH:6]=[CH:7][C:8]=1[O:9][CH3:10], predict the reactants needed to synthesize it. The reactants are: [CH3:1][O:2][C:3]1[CH:4]=[C:5]([C@H:11]([N:16]2[CH2:24][C:23]3[C:18](=[CH:19][CH:20]=[CH:21][CH:22]=3)[C:17]2=[O:25])[CH2:12][C:13](O)=[O:14])[CH:6]=[CH:7][C:8]=1[O:9][CH3:10].C1N=C[N:28](C(N2C=NC=C2)=O)C=1.N. (6) Given the product [OH:20][CH2:21][CH:22]([CH2:24][OH:25])[OH:23].[CH2:35]([CH:37]1[O:39][CH2:38]1)[Cl:36], predict the reactants needed to synthesize it. The reactants are: C(N(C)C)CCCCCCCCCCCCCCC.[OH:20][CH2:21][CH:22]([CH2:24][OH:25])[OH:23].B(F)(F)F.CCOCC.[CH2:35]([CH:37]1[O:39][CH2:38]1)[Cl:36].